Dataset: Catalyst prediction with 721,799 reactions and 888 catalyst types from USPTO. Task: Predict which catalyst facilitates the given reaction. (1) Reactant: Cl.[CH2:2]([O:4][C:5](=[O:8])[CH2:6][NH2:7])[CH3:3].[CH2:9]([O:11][CH:12]([O:15][CH2:16][CH3:17])[CH2:13]Br)[CH3:10].C(=O)([O-])[O-].[Cs+].[Cs+].[I-].[Na+].Cl. Product: [CH2:9]([O:11][CH:12]([O:15][CH2:16][CH3:17])[CH2:13][NH:7][CH2:6][C:5]([O:4][CH2:2][CH3:3])=[O:8])[CH3:10]. The catalyst class is: 9. (2) Reactant: [F:1][CH:2]([F:32])[C:3]1[N:7]([C:8]2[N:13]=[C:12]([N:14]3[CH2:19][CH2:18][O:17][CH2:16][CH2:15]3)[N:11]=[C:10]([CH:20]3[CH2:25][CH2:24][NH:23][CH2:22][CH2:21]3)[N:9]=2)[C:6]2[CH:26]=[CH:27][CH:28]=[C:29]([O:30][CH3:31])[C:5]=2[N:4]=1.CCN(C(C)C)C(C)C.Cl[CH2:43][CH2:44][S:45](Cl)(=[O:47])=[O:46].C(Cl)Cl.CCOC(C)=O. Product: [F:32][CH:2]([F:1])[C:3]1[N:7]([C:8]2[N:13]=[C:12]([N:14]3[CH2:15][CH2:16][O:17][CH2:18][CH2:19]3)[N:11]=[C:10]([CH:20]3[CH2:21][CH2:22][N:23]([S:45]([CH:44]=[CH2:43])(=[O:47])=[O:46])[CH2:24][CH2:25]3)[N:9]=2)[C:6]2[CH:26]=[CH:27][CH:28]=[C:29]([O:30][CH3:31])[C:5]=2[N:4]=1. The catalyst class is: 2. (3) Reactant: [C:1]1(C)[CH:6]=CC=C[CH:2]=1.[CH3:8][O:9][C:10](=[O:23])[C:11]1[CH:16]=[CH:15][C:14](Br)=[C:13]([O:18][C:19]([F:22])([F:21])[F:20])[CH:12]=1.C(B1OC(C)(C)C(C)(C)O1)(C)=C.C(=O)([O-])[O-].[Cs+].[Cs+]. Product: [CH3:8][O:9][C:10](=[O:23])[C:11]1[CH:16]=[CH:15][C:14]([C:1]([CH3:6])=[CH2:2])=[C:13]([O:18][C:19]([F:22])([F:21])[F:20])[CH:12]=1. The catalyst class is: 103. (4) Reactant: [CH2:1]1[CH:5]2[CH2:6][CH:7]([NH2:8])[CH:3]([CH2:4]2)[CH2:2]1.Cl[C:10]1[N:18]=[CH:17][CH:16]=[CH:15][C:11]=1[C:12]([OH:14])=[O:13]. Product: [C@H:3]12[CH2:4][C@H:5]([CH2:1][CH2:2]1)[CH2:6][C@H:7]2[NH:8][C:10]1[N:18]=[CH:17][CH:16]=[CH:15][C:11]=1[C:12]([OH:14])=[O:13]. The catalyst class is: 74.